Dataset: Peptide-MHC class II binding affinity with 134,281 pairs from IEDB. Task: Regression. Given a peptide amino acid sequence and an MHC pseudo amino acid sequence, predict their binding affinity value. This is MHC class II binding data. (1) The peptide sequence is GAAMVEIALGGVMGG. The MHC is DRB3_0101 with pseudo-sequence DRB3_0101. The binding affinity (normalized) is 0. (2) The peptide sequence is GRSLRLSCAASGFTF. The MHC is DRB1_1302 with pseudo-sequence DRB1_1302. The binding affinity (normalized) is 0.875. (3) The peptide sequence is NVWEVKSSKPLVGPF. The MHC is DRB1_0802 with pseudo-sequence DRB1_0802. The binding affinity (normalized) is 0.412. (4) The MHC is HLA-DQA10301-DQB10302 with pseudo-sequence HLA-DQA10301-DQB10302. The peptide sequence is KLMNSPEFHLVFGNC. The binding affinity (normalized) is 0.395. (5) The peptide sequence is ALSDPYLSFAAALNG. The MHC is HLA-DQA10301-DQB10302 with pseudo-sequence HLA-DQA10301-DQB10302. The binding affinity (normalized) is 0.385. (6) The peptide sequence is GCGLFGKGSIVACAK. The MHC is DRB3_0301 with pseudo-sequence DRB3_0301. The binding affinity (normalized) is 0.